This data is from Catalyst prediction with 721,799 reactions and 888 catalyst types from USPTO. The task is: Predict which catalyst facilitates the given reaction. (1) Product: [CH3:18][S:19]([O:1][CH2:2][CH2:3][CH2:4][N:5]1[CH2:10][CH2:9][O:8][CH2:7][CH2:6]1)(=[O:21])=[O:20]. The catalyst class is: 2. Reactant: [OH:1][CH2:2][CH2:3][CH2:4][N:5]1[CH2:10][CH2:9][O:8][CH2:7][CH2:6]1.CCN(CC)CC.[CH3:18][S:19](Cl)(=[O:21])=[O:20]. (2) Reactant: Br[C:2]1[C:3](=[O:21])[N:4]([C:9]2[CH:10]=[C:11]([CH:16]=[C:17]([F:20])[C:18]=2[CH3:19])[C:12]([O:14]C)=O)[CH:5]=[C:6]([Br:8])[N:7]=1.FC(F)(F)C(O)=O.[CH2:29]([O:36][C:37](=[O:53])[N:38]([CH2:40][CH2:41][O:42][C:43]1[CH:48]=[CH:47][CH:46]=[CH:45][C:44]=1[C:49]1([NH2:52])[CH2:51][CH2:50]1)[CH3:39])[C:30]1[CH:35]=[CH:34][CH:33]=[CH:32][CH:31]=1.C([N:57](CC)[CH:58]([CH3:60])[CH3:59])(C)C.C(OC(CNCCOC1C=CC=CC=1C1(NC2C(=O)N(C3C=C(C=C(F)C=3C)C(OC)=O)C=C(Br)N=2)CC1)=O)C1C=CC=CC=1.C1(N)CC1.C[O-].[Na+]. Product: [CH2:29]([O:36][C:37](=[O:53])[N:38]([CH2:40][CH2:41][O:42][C:43]1[CH:48]=[CH:47][CH:46]=[CH:45][C:44]=1[C:49]1([NH:52][C:2]2[C:3](=[O:21])[N:4]([C:9]3[CH:10]=[C:11]([C:12](=[O:14])[NH:57][CH:58]4[CH2:60][CH2:59]4)[CH:16]=[C:17]([F:20])[C:18]=3[CH3:19])[CH:5]=[C:6]([Br:8])[N:7]=2)[CH2:51][CH2:50]1)[CH3:39])[C:30]1[CH:35]=[CH:34][CH:33]=[CH:32][CH:31]=1. The catalyst class is: 11. (3) Reactant: Cl.[NH2:2][CH2:3][CH2:4][C:5]([NH:7][C:8]1[CH:16]=[CH:15][CH:14]=[C:13]2[C:9]=1[CH2:10][N:11]([CH:18]1[CH2:23][CH2:22][C:21](=[O:24])[NH:20][C:19]1=[O:25])[C:12]2=[O:17])=[O:6].[C:26](O)(=[O:48])[CH2:27][CH2:28]/[CH:29]=[CH:30]\[CH2:31]/[CH:32]=[CH:33]\[CH2:34]/[CH:35]=[CH:36]\[CH2:37]/[CH:38]=[CH:39]\[CH2:40]/[CH:41]=[CH:42]\[CH2:43]/[CH:44]=[CH:45]\[CH2:46][CH3:47].CN(C(ON1N=NC2C=CC=NC1=2)=[N+](C)C)C.F[P-](F)(F)(F)(F)F.CCN(C(C)C)C(C)C. Product: [O:25]=[C:19]1[CH:18]([N:11]2[CH2:10][C:9]3[C:13](=[CH:14][CH:15]=[CH:16][C:8]=3[NH:7][C:5](=[O:6])[CH2:4][CH2:3][NH:2][C:26](=[O:48])[CH2:27][CH2:28]/[CH:29]=[CH:30]\[CH2:31]/[CH:32]=[CH:33]\[CH2:34]/[CH:35]=[CH:36]\[CH2:37]/[CH:38]=[CH:39]\[CH2:40]/[CH:41]=[CH:42]\[CH2:43]/[CH:44]=[CH:45]\[CH2:46][CH3:47])[C:12]2=[O:17])[CH2:23][CH2:22][C:21](=[O:24])[NH:20]1. The catalyst class is: 31. (4) Reactant: [F:1][CH:2]([F:16])[C:3]1[CH:4]=[C:5]([CH:9]=[C:10]([CH2:12][N:13]([CH3:15])[CH3:14])[CH:11]=1)[C:6]([OH:8])=O.C(N(CC)CC)C.F[P-](F)(F)(F)(F)F.C[N+](C)=C(N(C)C)ON1C2N=CC=CC=2N=N1.[NH:48]1[CH2:53][CH2:52][CH:51]([N:54]2[CH2:57][C:56]([CH2:80][C:81]#[N:82])([N:58]3[CH:62]=[C:61]([C:63]4[C:64]5[CH:71]=[CH:70][N:69](COCC[Si](C)(C)C)[C:65]=5[N:66]=[CH:67][N:68]=4)[CH:60]=[N:59]3)[CH2:55]2)[CH2:50][CH2:49]1. Product: [F:16][CH:2]([F:1])[C:3]1[CH:4]=[C:5]([CH:9]=[C:10]([CH2:12][N:13]([CH3:15])[CH3:14])[CH:11]=1)[C:6]([N:48]1[CH2:49][CH2:50][CH:51]([N:54]2[CH2:55][C:56]([CH2:80][C:81]#[N:82])([N:58]3[CH:62]=[C:61]([C:63]4[C:64]5[CH:71]=[CH:70][NH:69][C:65]=5[N:66]=[CH:67][N:68]=4)[CH:60]=[N:59]3)[CH2:57]2)[CH2:52][CH2:53]1)=[O:8]. The catalyst class is: 7. (5) Reactant: O[C:2]1([C:25]2[CH:30]=[CH:29][C:28]([O:31][CH3:32])=[CH:27][CH:26]=2)[C:10]2[C:5](=[CH:6][CH:7]=[CH:8][CH:9]=2)[C:4]([C:11]2[CH:16]=[CH:15][C:14]3[O:17][CH2:18][O:19][C:13]=3[CH:12]=2)=[C:3]1[C:20]([O:22]CC)=[O:21].BrC1C=CC(OC)=CC=1.[Mg].COC1C=CC([Mg]Br)=CC=1.C1OC2C=CC(C3C4C(=CC=CC=4)C(=O)C=3C(OCC)=O)=CC=2O1. Product: [CH3:32][O:31][C:28]1[CH:29]=[CH:30][C:25]([CH:2]2[C:10]3[C:5](=[CH:6][CH:7]=[CH:8][CH:9]=3)[CH:4]([C:11]3[CH:16]=[CH:15][C:14]4[O:17][CH2:18][O:19][C:13]=4[CH:12]=3)[CH:3]2[C:20]([OH:22])=[O:21])=[CH:26][CH:27]=1. The catalyst class is: 332. (6) Reactant: [Br:1][C:2]1[CH:7]=[CH:6][C:5]([S:8](Cl)(=[O:10])=[O:9])=[CH:4][CH:3]=1.C(N(CC)CC)C.[NH2:19][C@@H:20]([CH3:23])[CH2:21][OH:22]. Product: [Br:1][C:2]1[CH:7]=[CH:6][C:5]([S:8]([NH:19][C@H:20]([CH3:23])[CH2:21][OH:22])(=[O:10])=[O:9])=[CH:4][CH:3]=1. The catalyst class is: 4.